From a dataset of Full USPTO retrosynthesis dataset with 1.9M reactions from patents (1976-2016). Predict the reactants needed to synthesize the given product. (1) Given the product [C:1]([OH:2])(=[O:4])[CH:14]([C:15]1[CH:20]=[CH:19][CH:18]=[CH:17][CH:16]=1)[OH:23].[CH:8]([CH:11]1[C:20]2[C:15](=[CH:16][C:17]([O:21][CH3:22])=[CH:18][CH:19]=2)[CH2:14][CH2:13][NH:12]1)([CH3:10])[CH3:9], predict the reactants needed to synthesize it. The reactants are: [C:1](=[O:4])([O-])[O-:2].[K+].[K+].Cl.[CH:8]([CH:11]1[C:20]2[C:15](=[CH:16][C:17]([O:21][CH3:22])=[CH:18][CH:19]=2)[CH2:14][CH2:13][NH:12]1)([CH3:10])[CH3:9].[OH2:23]. (2) Given the product [C:39]([NH:38][C:34]1[CH:33]=[C:32]([CH:29]2[CH2:30][CH2:31][N:26]([CH2:25][CH2:24][CH2:23][NH:22][C:8](=[O:10])[C:7]([C:1]3[CH:2]=[CH:3][CH:4]=[CH:5][CH:6]=3)([C:16]3[CH:21]=[CH:20][CH:19]=[CH:18][CH:17]=3)[CH2:11][CH2:12][CH2:13][CH2:14][CH3:15])[CH2:27][CH2:28]2)[CH:37]=[CH:36][CH:35]=1)(=[O:43])[CH:40]([CH3:42])[CH3:41], predict the reactants needed to synthesize it. The reactants are: [C:1]1([C:7]([C:16]2[CH:21]=[CH:20][CH:19]=[CH:18][CH:17]=2)([CH2:11][CH2:12][CH2:13][CH2:14][CH3:15])[C:8]([OH:10])=O)[CH:6]=[CH:5][CH:4]=[CH:3][CH:2]=1.[NH2:22][CH2:23][CH2:24][CH2:25][N:26]1[CH2:31][CH2:30][CH:29]([C:32]2[CH:33]=[C:34]([NH:38][C:39](=[O:43])[CH:40]([CH3:42])[CH3:41])[CH:35]=[CH:36][CH:37]=2)[CH2:28][CH2:27]1. (3) Given the product [F:14][C:15]1[CH:16]=[C:17]([CH:29]=[CH:30][CH:31]=1)[CH2:18][C:19]1[S:23][C:22]([CH:24]=[O:25])=[CH:21][CH:20]=1, predict the reactants needed to synthesize it. The reactants are: C(O)(=O)CC(CC(O)=O)(C(O)=O)O.[F:14][C:15]1[CH:16]=[C:17]([CH:29]=[CH:30][CH:31]=1)[CH2:18][C:19]1[S:23][C:22]([CH:24]2OCC[O:25]2)=[CH:21][CH:20]=1.O.C(OCC)(=O)C. (4) Given the product [N:1]1([C:10]([NH:12][C:13]2[CH:18]=[CH:17][C:16]([CH2:19][C:20]([OH:22])=[O:21])=[CH:15][C:14]=2[O:24][CH3:25])=[O:11])[C:9]2[C:4](=[CH:5][CH:6]=[CH:7][CH:8]=2)[CH2:3][CH2:2]1, predict the reactants needed to synthesize it. The reactants are: [N:1]1([C:10]([NH:12][C:13]2[CH:18]=[CH:17][C:16]([CH2:19][C:20]([O:22]C)=[O:21])=[CH:15][C:14]=2[O:24][CH3:25])=[O:11])[C:9]2[C:4](=[CH:5][CH:6]=[CH:7][CH:8]=2)[CH2:3][CH2:2]1.[OH-].[Na+]. (5) Given the product [N:16]1[CH:17]=[CH:18][C:13]([CH2:12][NH:11][S:8]([C:5]2[CH:6]=[CH:7][C:2]([C:23]3[CH:24]=[CH:25][C:20]([F:19])=[CH:21][CH:22]=3)=[CH:3][CH:4]=2)(=[O:10])=[O:9])=[N:14][CH:15]=1, predict the reactants needed to synthesize it. The reactants are: I[C:2]1[CH:7]=[CH:6][C:5]([S:8]([NH:11][CH2:12][C:13]2[CH:18]=[CH:17][N:16]=[CH:15][N:14]=2)(=[O:10])=[O:9])=[CH:4][CH:3]=1.[F:19][C:20]1[CH:25]=[CH:24][C:23](B(O)O)=[CH:22][CH:21]=1.C(=O)([O-])[O-].[Na+].[Na+].